From a dataset of TCR-epitope binding with 47,182 pairs between 192 epitopes and 23,139 TCRs. Binary Classification. Given a T-cell receptor sequence (or CDR3 region) and an epitope sequence, predict whether binding occurs between them. (1) The epitope is FLASKIGRLV. The TCR CDR3 sequence is CASTSVQRQGGDASYEQYF. Result: 0 (the TCR does not bind to the epitope). (2) The TCR CDR3 sequence is CSVLEMNTGELFF. The epitope is KLMNIQQKL. Result: 0 (the TCR does not bind to the epitope).